This data is from Catalyst prediction with 721,799 reactions and 888 catalyst types from USPTO. The task is: Predict which catalyst facilitates the given reaction. (1) The catalyst class is: 3. Product: [CH2:39]([O:38][C:37]([NH:36][C:34]1[C:33]([F:47])=[CH:32][C:31]([F:48])=[C:30]([C:9]2[CH2:10][CH2:11][N:12]([C:15]([O:17][C:18]([CH3:19])([CH3:20])[CH3:21])=[O:16])[CH2:13][CH:14]=2)[CH:35]=1)=[O:46])[C:40]1[CH:45]=[CH:44][CH:43]=[CH:42][CH:41]=1. Reactant: CC1(C)C(C)(C)OB([C:9]2[CH2:10][CH2:11][N:12]([C:15]([O:17][C:18]([CH3:21])([CH3:20])[CH3:19])=[O:16])[CH2:13][CH:14]=2)O1.C([O-])([O-])=O.[K+].[K+].Br[C:30]1[C:31]([F:48])=[CH:32][C:33]([F:47])=[C:34]([NH:36][C:37](=[O:46])[O:38][CH2:39][C:40]2[CH:45]=[CH:44][CH:43]=[CH:42][CH:41]=2)[CH:35]=1. (2) Reactant: [C:1]([NH:4][C@@H:5]1[CH2:11][C@:10]2([C:20]3[CH:25]=[CH:24][CH:23]=[CH:22][CH:21]=3)[N:12]([CH2:13][C:14]3[CH:19]=[CH:18][CH:17]=[CH:16][CH:15]=3)[C@H:6]1[CH2:7][CH2:8][C@H:9]2[O:26][CH2:27][C:28]1[CH:33]=[C:32]([C:34]([F:37])([F:36])[F:35])[CH:31]=[C:30]([C:38]([F:41])([F:40])[F:39])[CH:29]=1)(=O)[CH3:2].[N-:42]=[N+:43]=[N-:44].[Na+].FC(F)(F)S(OS(C(F)(F)F)(=O)=O)(=O)=O. Product: [CH2:13]([N:12]1[C@@H:6]2[C@H:5]([N:4]3[C:1]([CH3:2])=[N:44][N:43]=[N:42]3)[CH2:11][C@@:10]1([C:20]1[CH:25]=[CH:24][CH:23]=[CH:22][CH:21]=1)[C@H:9]([O:26][CH2:27][C:28]1[CH:29]=[C:30]([C:38]([F:40])([F:41])[F:39])[CH:31]=[C:32]([C:34]([F:36])([F:35])[F:37])[CH:33]=1)[CH2:8][CH2:7]2)[C:14]1[CH:15]=[CH:16][CH:17]=[CH:18][CH:19]=1. The catalyst class is: 4. (3) Product: [CH:1]1([C:7](=[O:8])[S:23][C:17]2[CH:22]=[CH:21][CH:20]=[CH:19][CH:18]=2)[CH2:6][CH2:5][CH2:4][CH2:3][CH2:2]1. The catalyst class is: 11. Reactant: [CH:1]1([C:7](Cl)=[O:8])[CH2:6][CH2:5][CH2:4][CH2:3][CH2:2]1.C(N(CC)CC)C.[C:17]1([SH:23])[CH:22]=[CH:21][CH:20]=[CH:19][CH:18]=1.CCCC(C)C.C(OCC)(=O)C. (4) Reactant: [CH2:1]([O:8][C:9]1[CH:10]=[C:11]2[C:15](=[CH:16][CH:17]=1)[N:14]([CH2:18][C:19]1[CH:28]=[CH:27][C:22]([O:23][CH2:24][CH2:25][OH:26])=[CH:21][CH:20]=1)[C:13]([C:29]1[CH:34]=[CH:33][C:32]([O:35][CH2:36][C:37]3[CH:42]=[CH:41][CH:40]=[CH:39][CH:38]=3)=[CH:31][CH:30]=1)=[C:12]2[CH3:43])[C:2]1[CH:7]=[CH:6][CH:5]=[CH:4][CH:3]=1.C(N(CC)CC)C.[CH3:51][S:52](Cl)(=[O:54])=[O:53]. Product: [CH3:51][S:52]([O:26][CH2:25][CH2:24][O:23][C:22]1[CH:27]=[CH:28][C:19]([CH2:18][N:14]2[C:15]3[C:11](=[CH:10][C:9]([O:8][CH2:1][C:2]4[CH:3]=[CH:4][CH:5]=[CH:6][CH:7]=4)=[CH:17][CH:16]=3)[C:12]([CH3:43])=[C:13]2[C:29]2[CH:30]=[CH:31][C:32]([O:35][CH2:36][C:37]3[CH:42]=[CH:41][CH:40]=[CH:39][CH:38]=3)=[CH:33][CH:34]=2)=[CH:20][CH:21]=1)(=[O:54])=[O:53]. The catalyst class is: 2. (5) Reactant: [Br:1][C:2]1[CH:3]=[CH:4][C:5]([O:10][C@H:11]2[CH2:16][CH2:15][NH:14][CH2:13][C@H:12]2[F:17])=[C:6]([CH:9]=1)[C:7]#[N:8].[C:18](O)(=[O:21])[CH2:19][OH:20].C(N(CC)C(C)C)(C)C.CN(C(ON1N=NC2C=CC=NC1=2)=[N+](C)C)C.F[P-](F)(F)(F)(F)F. Product: [Br:1][C:2]1[CH:3]=[CH:4][C:5]([O:10][C@H:11]2[CH2:16][CH2:15][N:14]([C:19](=[O:20])[CH2:18][OH:21])[CH2:13][C@H:12]2[F:17])=[C:6]([CH:9]=1)[C:7]#[N:8]. The catalyst class is: 9.